Task: Predict the reactants needed to synthesize the given product.. Dataset: Full USPTO retrosynthesis dataset with 1.9M reactions from patents (1976-2016) (1) Given the product [C:1]([Si:5]([CH3:19])([CH3:18])[O:6][CH2:7][CH2:8][O:9][C:10]1[C:11]2[N:17]=[C:22]([C:23]([Cl:26])([Cl:25])[Cl:24])[NH:16][C:12]=2[CH:13]=[CH:14][CH:15]=1)([CH3:4])([CH3:3])[CH3:2], predict the reactants needed to synthesize it. The reactants are: [C:1]([Si:5]([CH3:19])([CH3:18])[O:6][CH2:7][CH2:8][O:9][C:10]1[CH:15]=[CH:14][CH:13]=[C:12]([NH2:16])[C:11]=1[NH2:17])([CH3:4])([CH3:3])[CH3:2].CO[C:22](=N)[C:23]([Cl:26])([Cl:25])[Cl:24]. (2) The reactants are: [OH-:1].[K+].[Br:3][C:4]1[C:5]([C:15]2[CH:20]=[CH:19][C:18]([F:21])=[CH:17][CH:16]=2)=[N:6][C:7]([O:12][CH2:13][CH3:14])=[C:8]([CH:11]=1)[C:9]#N.C1C[O:25][CH2:24][CH2:23]1.Cl. Given the product [Br:3][C:4]1[C:5]([C:15]2[CH:20]=[CH:19][C:18]([F:21])=[CH:17][CH:16]=2)=[N:6][C:7]([O:12][CH2:13][CH3:14])=[C:8]([CH:11]=1)[C:9]([O:25][CH2:24][CH3:23])=[O:1], predict the reactants needed to synthesize it. (3) Given the product [CH3:1][O:2][C:3]1[C:8]([CH3:9])=[CH:7][N:6]=[C:5]([CH2:10][N:17]2[C:13](=[O:23])[C:14]3[C:15](=[CH:19][CH:20]=[CH:21][CH:22]=3)[C:16]2=[O:18])[C:4]=1[CH3:12], predict the reactants needed to synthesize it. The reactants are: [CH3:1][O:2][C:3]1[C:8]([CH3:9])=[CH:7][N:6]=[C:5]([CH2:10]O)[C:4]=1[CH3:12].[C:13]1(=[O:23])[NH:17][C:16](=[O:18])[C:15]2=[CH:19][CH:20]=[CH:21][CH:22]=[C:14]12.C1C=CC(P(C2C=CC=CC=2)C2C=CC=CC=2)=CC=1.CC(OC(/N=N/C(OC(C)C)=O)=O)C. (4) Given the product [NH2:64][CH:65]1[CH2:70][CH2:69][N:68]([C:21]([C:20]2[CH:24]=[CH:25][C:17]([N:14]3[C:13]4[C:7]5[S:6][C:5]([NH:4][C:1](=[O:3])[CH3:2])=[N:9][C:8]=5[CH2:10][CH2:11][C:12]=4[CH:16]=[N:15]3)=[CH:18][CH:19]=2)=[O:22])[CH2:67][CH2:66]1, predict the reactants needed to synthesize it. The reactants are: [C:1]([NH:4][C:5]1[S:6][C:7]2[C:13]3[N:14]([C:17]4[CH:25]=[CH:24][C:20]([C:21](O)=[O:22])=[CH:19][CH:18]=4)[N:15]=[CH:16][C:12]=3[CH2:11][CH2:10][C:8]=2[N:9]=1)(=[O:3])[CH3:2].CN(C(ON1N=NC2C=CC=CC1=2)=[N+](C)C)C.[B-](F)(F)(F)F.C(N(C(C)C)CC)(C)C.CC(OC([NH:64][CH:65]1[CH2:70][CH2:69][NH:68][CH2:67][CH2:66]1)=O)(C)C.C(=O)([O-])[O-].[K+].[K+]. (5) Given the product [CH3:1][C:2]1[O:6][C:5]([CH2:7][NH:8][CH2:16][C:17]([O:19][CH2:20][C:21]2[CH:26]=[CH:25][CH:24]=[CH:23][CH:22]=2)=[O:18])=[N:4][N:3]=1, predict the reactants needed to synthesize it. The reactants are: [CH3:1][C:2]1[O:6][C:5]([CH2:7][NH2:8])=[N:4][N:3]=1.C(=O)([O-])[O-].[K+].[K+].Br[CH2:16][C:17]([O:19][CH2:20][C:21]1[CH:26]=[CH:25][CH:24]=[CH:23][CH:22]=1)=[O:18]. (6) The reactants are: [NH2:1][C:2]1[CH:7]=[C:6]([CH3:8])[C:5]([Cl:9])=[CH:4][C:3]=1[NH:10][CH2:11][CH2:12][N:13]1[CH2:18][CH2:17][CH:16]([C:19]([O:21][CH2:22][CH3:23])=[O:20])[CH2:15][CH2:14]1.O.[NH:25]1[C:33](=[O:34])[C:31](=O)[C:29](=O)[NH:28][C:26]1=[O:27].B(O)(O)O.C(=O)(O)[O-].[Na+]. Given the product [Cl:9][C:5]1[C:6]([CH3:8])=[CH:7][C:2]2[N:1]=[C:31]3[C:29]([N:10]([CH2:11][CH2:12][N:13]4[CH2:14][CH2:15][CH:16]([C:19]([O:21][CH2:22][CH3:23])=[O:20])[CH2:17][CH2:18]4)[C:3]=2[CH:4]=1)=[N:28][C:26](=[O:27])[NH:25][C:33]3=[O:34], predict the reactants needed to synthesize it.